Dataset: Reaction yield outcomes from USPTO patents with 853,638 reactions. Task: Predict the reaction yield, written as a fraction of the theoretical maximum amount of product (1.0 means a 100% yield; for example, 0.34 means a 34% yield). The reactants are [F:1][C:2]1[C:7]([OH:8])=[CH:6][CH:5]=[C:4]([F:9])[C:3]=1[NH:10][C:11](=O)[C:12]1[CH:17]=[C:16]([C:18]2[CH:23]=[CH:22][CH:21]=[C:20]([F:24])[CH:19]=2)[CH:15]=[C:14]([F:25])[C:13]=1[CH3:26].CO. The catalyst is C1COCC1. The product is [F:1][C:2]1[C:3]([NH:10][CH2:11][C:12]2[CH:17]=[C:16]([C:18]3[CH:23]=[CH:22][CH:21]=[C:20]([F:24])[CH:19]=3)[CH:15]=[C:14]([F:25])[C:13]=2[CH3:26])=[C:4]([F:9])[CH:5]=[CH:6][C:7]=1[OH:8]. The yield is 1.00.